From a dataset of Forward reaction prediction with 1.9M reactions from USPTO patents (1976-2016). Predict the product of the given reaction. (1) Given the reactants [CH3:1][NH:2][C:3]1[CH:12]=[CH:11][C:6]([C:7]([O:9][CH3:10])=[O:8])=[CH:5][C:4]=1[N+:13]([O-])=O.[H][H], predict the reaction product. The product is: [NH2:13][C:4]1[CH:5]=[C:6]([CH:11]=[CH:12][C:3]=1[NH:2][CH3:1])[C:7]([O:9][CH3:10])=[O:8]. (2) Given the reactants N[C:2]1[CH:10]=[CH:9][CH:8]=[C:7]([Cl:11])[C:3]=1[C:4]([OH:6])=[O:5].N([O-])=O.[Na+].[I-:16].[K+], predict the reaction product. The product is: [Cl:11][C:7]1[CH:8]=[CH:9][CH:10]=[C:2]([I:16])[C:3]=1[C:4]([OH:6])=[O:5]. (3) Given the reactants [CH2:1]([N:3]1[C:7]2[N:8]=[C:9]([C:18]3[CH:23]=[CH:22][C:21]([NH:24][C:25]([NH:27][C:28]4[CH:36]=[CH:35][C:31]([C:32]([OH:34])=O)=[CH:30][CH:29]=4)=[O:26])=[CH:20][CH:19]=3)[N:10]=[C:11]([N:12]3[CH2:17][CH2:16][O:15][CH2:14][CH2:13]3)[C:6]=2[CH:5]=[CH:4]1)[CH3:2].[NH2:37][CH2:38][CH2:39][N:40]1[CH2:44][CH2:43][CH2:42][CH2:41]1, predict the reaction product. The product is: [CH2:1]([N:3]1[C:7]2[N:8]=[C:9]([C:18]3[CH:23]=[CH:22][C:21]([NH:24][C:25]([NH:27][C:28]4[CH:29]=[CH:30][C:31]([C:32]([NH:37][CH2:38][CH2:39][N:40]5[CH2:44][CH2:43][CH2:42][CH2:41]5)=[O:34])=[CH:35][CH:36]=4)=[O:26])=[CH:20][CH:19]=3)[N:10]=[C:11]([N:12]3[CH2:17][CH2:16][O:15][CH2:14][CH2:13]3)[C:6]=2[CH:5]=[CH:4]1)[CH3:2]. (4) The product is: [Cl:1][C:2]1[CH:3]=[CH:4][C:5]([C:8]2[CH:9]=[C:10]3[CH:25]([O:26][CH2:32][C:33]([O:35][CH2:36][CH3:37])=[O:34])[CH2:24][C:23]([CH3:28])([CH3:27])[O:22][C:11]3=[N:12][C:13]=2[C:14]2[CH:19]=[CH:18][C:17]([Cl:20])=[CH:16][C:15]=2[Cl:21])=[CH:6][CH:7]=1. Given the reactants [Cl:1][C:2]1[CH:7]=[CH:6][C:5]([C:8]2[CH:9]=[C:10]3[CH:25]([OH:26])[CH2:24][C:23]([CH3:28])([CH3:27])[O:22][C:11]3=[N:12][C:13]=2[C:14]2[CH:19]=[CH:18][C:17]([Cl:20])=[CH:16][C:15]=2[Cl:21])=[CH:4][CH:3]=1.[H-].[Na+].Br[CH2:32][C:33]([O:35][CH2:36][CH3:37])=[O:34], predict the reaction product. (5) Given the reactants [H-].[Al+3].[Li+].[H-].[H-].[H-].CN(OC)[C:9](=[O:24])[C:10]1[CH:15]=[CH:14][C:13]([N+:16]([O-:18])=[O:17])=[C:12]([NH:19][CH2:20][CH:21]([CH3:23])[CH3:22])[CH:11]=1, predict the reaction product. The product is: [CH2:20]([NH:19][C:12]1[CH:11]=[C:10]([CH:15]=[CH:14][C:13]=1[N+:16]([O-:18])=[O:17])[CH:9]=[O:24])[CH:21]([CH3:23])[CH3:22].